From a dataset of Catalyst prediction with 721,799 reactions and 888 catalyst types from USPTO. Predict which catalyst facilitates the given reaction. (1) Product: [Cl:40][C:36]1[C:35]([F:41])=[C:34]([C@H:16]2[C@H:13]3[N:12]([C:11](=[O:42])[N:10]([C:6]4[CH:5]=[C:4]([CH:9]=[CH:8][CH:7]=4)[C:3]([OH:43])=[O:2])[C:14]3=[O:15])[C@@H:18]([CH2:19][C:20]([CH3:23])([CH3:22])[CH3:21])[C@@:17]2([C:26]2[CH:31]=[CH:30][C:29]([Cl:32])=[CH:28][C:27]=2[F:33])[C:24]#[N:25])[CH:39]=[CH:38][CH:37]=1. Reactant: C[O:2][C:3](=[O:43])[C:4]1[CH:9]=[CH:8][CH:7]=[C:6]([N:10]2[C:14](=[O:15])[C@H:13]3[C@H:16]([C:34]4[CH:39]=[CH:38][CH:37]=[C:36]([Cl:40])[C:35]=4[F:41])[C@:17]([C:26]4[CH:31]=[CH:30][C:29]([Cl:32])=[CH:28][C:27]=4[F:33])([C:24]#[N:25])[C@H:18]([CH2:19][C:20]([CH3:23])([CH3:22])[CH3:21])[N:12]3[C:11]2=[O:42])[CH:5]=1.[Al](I)(I)I. The catalyst class is: 23. (2) Reactant: [CH3:1][O:2][C:3]1[CH:26]=[CH:25][C:6]([CH2:7][N:8]2[CH:17]=[C:16]3[C:10]([CH:11]([CH3:24])[O:12][C:13]([CH3:23])([CH3:22])[C:14]4[S:20][C:19]([NH2:21])=[N:18][C:15]=43)=[N:9]2)=[CH:5][CH:4]=1.Cl[C:28]1[N:33]=[C:32]([CH3:34])[CH:31]=[CH:30][N:29]=1.CC1(C)C2C(=C(P(C3C=CC=CC=3)C3C=CC=CC=3)C=CC=2)OC2C(P(C3C=CC=CC=3)C3C=CC=CC=3)=CC=CC1=2.C([O-])([O-])=O.[Cs+].[Cs+]. Product: [CH3:1][O:2][C:3]1[CH:4]=[CH:5][C:6]([CH2:7][N:8]2[CH:17]=[C:16]3[C:10]([CH:11]([CH3:24])[O:12][C:13]([CH3:22])([CH3:23])[C:14]4[S:20][C:19]([NH:21][C:28]5[N:33]=[C:32]([CH3:34])[CH:31]=[CH:30][N:29]=5)=[N:18][C:15]=43)=[N:9]2)=[CH:25][CH:26]=1. The catalyst class is: 62.